This data is from Full USPTO retrosynthesis dataset with 1.9M reactions from patents (1976-2016). The task is: Predict the reactants needed to synthesize the given product. (1) Given the product [C:31]([NH:1][CH2:2][CH:3]([NH:14][C:15](=[O:21])[O:16][C:17]([CH3:18])([CH3:20])[CH3:19])[C:4]1[CH:9]=[CH:8][CH:7]=[C:6]([C:10]([F:13])([F:12])[F:11])[CH:5]=1)(=[O:33])[CH3:32], predict the reactants needed to synthesize it. The reactants are: [NH2:1][CH2:2][CH:3]([NH:14][C:15](=[O:21])[O:16][C:17]([CH3:20])([CH3:19])[CH3:18])[C:4]1[CH:9]=[CH:8][CH:7]=[C:6]([C:10]([F:13])([F:12])[F:11])[CH:5]=1.C(N(CC)C(C)C)(C)C.[C:31](Cl)(=[O:33])[CH3:32]. (2) Given the product [F:1][C:2]([F:26])([F:27])[C:3]1[CH:4]=[C:5]([NH:9][C:10](=[O:25])[C:11](=[CH:34][C:33]2[CH:36]=[CH:37][C:30]([O:29][CH3:28])=[CH:31][CH:32]=2)[C:12]([NH:14][C:15]2[CH:20]=[CH:19][CH:18]=[C:17]([C:21]([F:24])([F:23])[F:22])[CH:16]=2)=[O:13])[CH:6]=[CH:7][CH:8]=1, predict the reactants needed to synthesize it. The reactants are: [F:1][C:2]([F:27])([F:26])[C:3]1[CH:4]=[C:5]([NH:9][C:10](=[O:25])[CH2:11][C:12]([NH:14][C:15]2[CH:20]=[CH:19][CH:18]=[C:17]([C:21]([F:24])([F:23])[F:22])[CH:16]=2)=[O:13])[CH:6]=[CH:7][CH:8]=1.[CH3:28][O:29][C:30]1[CH:37]=[CH:36][C:33]([CH:34]=O)=[CH:32][CH:31]=1.